From a dataset of Catalyst prediction with 721,799 reactions and 888 catalyst types from USPTO. Predict which catalyst facilitates the given reaction. (1) Reactant: [CH2:1]([NH:8][C:9]1[CH:10]=[C:11]([CH:14]=[CH:15][CH:16]=1)[C:12]#[N:13])[C:2]1[CH:7]=[CH:6][CH:5]=[CH:4][CH:3]=1.[H-].[Al+3].[Li+].[H-].[H-].[H-].O.[OH-].[Na+]. Product: [NH2:13][CH2:12][C:11]1[CH:10]=[C:9]([NH:8][CH2:1][C:2]2[CH:7]=[CH:6][CH:5]=[CH:4][CH:3]=2)[CH:16]=[CH:15][CH:14]=1. The catalyst class is: 7. (2) Reactant: C([Mg]Cl)(C)(C)C.[F:7][C:8]1[C:13]([C:14]2[C:19]([F:20])=[C:18]([F:21])[C:17]([CH2:22][S:23]([C:26]([F:29])([F:28])[F:27])(=[O:25])=[O:24])=[C:16]([F:30])[C:15]=2[F:31])=[C:12]([F:32])[C:11]([F:33])=[C:10]([F:34])[C:9]=1[F:35].[F:36][C:37]([F:50])([F:49])[S:38](O[S:38]([C:37]([F:50])([F:49])[F:36])(=[O:40])=[O:39])(=[O:40])=[O:39].O.Cl. Product: [F:32][C:12]1[C:13]([C:14]2[C:15]([F:31])=[C:16]([F:30])[C:17]([CH:22]([S:38]([C:37]([F:50])([F:49])[F:36])(=[O:40])=[O:39])[S:23]([C:26]([F:27])([F:28])[F:29])(=[O:25])=[O:24])=[C:18]([F:21])[C:19]=2[F:20])=[C:8]([F:7])[C:9]([F:35])=[C:10]([F:34])[C:11]=1[F:33]. The catalyst class is: 581.